Task: Predict the reactants needed to synthesize the given product.. Dataset: Full USPTO retrosynthesis dataset with 1.9M reactions from patents (1976-2016) (1) Given the product [Si:24]([O:12][CH:9]1[CH2:10][C:11]2[C:2]([NH2:1])=[CH:3][CH:4]=[CH:5][C:6]=2[CH2:7][CH2:8]1)([C:20]([CH3:23])([CH3:22])[CH3:21])([CH3:26])[CH3:25], predict the reactants needed to synthesize it. The reactants are: [NH2:1][C:2]1[CH:3]=[CH:4][CH:5]=[C:6]2[C:11]=1[CH:10]=[C:9]([OH:12])[CH:8]=[CH:7]2.[OH-].[Na+].N1C=CN=C1.[C:20]([Si:24](Cl)([CH3:26])[CH3:25])([CH3:23])([CH3:22])[CH3:21]. (2) Given the product [Br:1][C:2]1[CH:14]=[C:13]2[C:5]([C:6]3[C:7](=[O:30])[C:8]4[CH:20]=[C:19]([O:21][CH2:22][C@H:23]([OH:24])[CH2:27][OH:26])[CH:18]=[CH:17][C:9]=4[C:10]([CH3:16])([CH3:15])[C:11]=3[NH:12]2)=[CH:4][CH:3]=1, predict the reactants needed to synthesize it. The reactants are: [Br:1][C:2]1[CH:14]=[C:13]2[C:5]([C:6]3[C:7](=[O:30])[C:8]4[CH:20]=[C:19]([O:21][CH2:22][C@H:23]5[CH2:27][O:26]C(C)(C)[O:24]5)[CH:18]=[CH:17][C:9]=4[C:10]([CH3:16])([CH3:15])[C:11]=3[NH:12]2)=[CH:4][CH:3]=1. (3) Given the product [C:17]([O:21][C:22]([NH:15][CH2:14][C:11]1[CH:12]=[CH:13][C:8]2[N:9]([CH:16]=[C:6]([C:4]([O:3][CH2:1][CH3:2])=[O:5])[N:7]=2)[CH:10]=1)=[O:23])([CH3:20])([CH3:19])[CH3:18], predict the reactants needed to synthesize it. The reactants are: [CH2:1]([O:3][C:4]([C:6]1[N:7]=[C:8]2[CH:13]=[CH:12][C:11]([C:14]#[N:15])=[CH:10][N:9]2[CH:16]=1)=[O:5])[CH3:2].[C:17]([O:21][C:22](O[C:22]([O:21][C:17]([CH3:20])([CH3:19])[CH3:18])=[O:23])=[O:23])([CH3:20])([CH3:19])[CH3:18]. (4) Given the product [CH3:1][C:2]1[CH:3]=[CH:4][N:5]2[C:10]=1[C:9](=[O:11])[N:8]([C:12]1[CH:13]=[CH:14][CH:15]=[CH:16][CH:17]=1)[C:7]([C@@H:18]([NH:20][C:21]1[C:22]3[C:29]([C:30]4[CH:38]=[C:37]([NH:39][S:40]([CH3:43])(=[O:42])=[O:41])[CH:36]=[C:35]5[C:31]=4[CH:32]=[N:33][NH:34]5)=[CH:28][NH:27][C:23]=3[N:24]=[CH:25][N:26]=1)[CH3:19])=[N:6]2, predict the reactants needed to synthesize it. The reactants are: [CH3:1][C:2]1[CH:3]=[CH:4][N:5]2[C:10]=1[C:9](=[O:11])[N:8]([C:12]1[CH:17]=[CH:16][CH:15]=[CH:14][CH:13]=1)[C:7]([C@@H:18]([NH:20][C:21]1[C:22]3[C:29]([C:30]4[CH:38]=[C:37]([NH:39][S:40]([CH3:43])(=[O:42])=[O:41])[CH:36]=[C:35]5[C:31]=4[CH:32]=[N:33][NH:34]5)=[CH:28][N:27](COCC[Si](C)(C)C)[C:23]=3[N:24]=[CH:25][N:26]=1)[CH3:19])=[N:6]2.FC(F)(F)C(O)=O.N. (5) Given the product [CH3:9][C:6]1([CH3:10])[O:5][C@@H:4]([CH2:3][CH2:2][O:1][S:19]([CH3:18])(=[O:21])=[O:20])[CH2:8][O:7]1, predict the reactants needed to synthesize it. The reactants are: [OH:1][CH2:2][CH2:3][C@H:4]1[CH2:8][O:7][C:6]([CH3:10])([CH3:9])[O:5]1.C(N(CC)CC)C.[CH3:18][S:19](Cl)(=[O:21])=[O:20].O. (6) The reactants are: O.[CH3:2][C:3]1([CH3:13])[CH2:8][CH2:7][C:6]([CH2:9][CH2:10][CH2:11][OH:12])=[CH:5][CH2:4]1.[O-]Cl.[Na+]. Given the product [CH3:2][C:3]1([CH3:13])[CH2:8][CH2:7][C:6]([CH2:9][CH2:10][CH:11]=[O:12])=[CH:5][CH2:4]1, predict the reactants needed to synthesize it. (7) The reactants are: CN(C)CC#CC1C=C([C@@H]2[C@@H](C3C=CC=C(F)C=3)OC(=O)N2)C=NC=1.Br[C:27]1[CH:28]=[C:29]([C@@H:33]2[C@@H:37]([C:38]3[CH:43]=[CH:42][C:41]([F:44])=[CH:40][CH:39]=3)[O:36][C:35](=[O:45])[NH:34]2)[CH:30]=[N:31][CH:32]=1.[C:46]([CH:48]1[CH2:51][C:50]([F:53])([F:52])[CH2:49]1)#[CH:47]. Given the product [F:52][C:50]1([F:53])[CH2:51][CH:48]([C:46]#[C:47][C:27]2[CH:28]=[C:29]([C@@H:33]3[C@@H:37]([C:38]4[CH:43]=[CH:42][C:41]([F:44])=[CH:40][CH:39]=4)[O:36][C:35](=[O:45])[NH:34]3)[CH:30]=[N:31][CH:32]=2)[CH2:49]1, predict the reactants needed to synthesize it. (8) Given the product [CH3:25][O:26][C:27]1[CH:28]=[C:29]2[C:34](=[CH:35][C:36]=1[O:37][CH3:38])[N:33]=[C:32]([NH:39][CH3:40])[N:31]=[C:30]2[C:41]1[CH:42]=[C:43]([NH:47][C:48](=[O:58])[C:49]2[CH:57]=[CH:56][C:52]([C:53]([N:9]([CH3:10])[CH3:8])=[O:55])=[CH:51][CH:50]=2)[CH:44]=[CH:45][CH:46]=1, predict the reactants needed to synthesize it. The reactants are: NC1C=C([C:8]2C3C(=CC(OC)=C(OC)C=3)N=[C:10](CN)[N:9]=2)C=CC=1.Cl.[CH3:25][O:26][C:27]1[CH:28]=[C:29]2[C:34](=[CH:35][C:36]=1[O:37][CH3:38])[N:33]=[C:32]([NH:39][CH3:40])[N:31]=[C:30]2[C:41]1[CH:42]=[C:43]([NH:47][C:48](=[O:58])[C:49]2[CH:57]=[CH:56][C:52]([C:53]([OH:55])=O)=[CH:51][CH:50]=2)[CH:44]=[CH:45][CH:46]=1. (9) Given the product [C:2]([C:7]1[N:8]=[C:9]([CH2:12][N:13]2[N:17]=[C:16]([NH:18][C:25]([C:23]3[N:24]=[C:20]([CH3:19])[O:21][C:22]=3[C:28]3[CH:33]=[CH:32][CH:31]=[C:30]([C:34]([F:37])([F:35])[F:36])[CH:29]=3)=[O:26])[CH:15]=[N:14]2)[S:10][CH:11]=1)(=[O:6])[CH3:1], predict the reactants needed to synthesize it. The reactants are: [CH3:1][C:2]1([C:7]2[N:8]=[C:9]([CH2:12][N:13]3[N:17]=[C:16]([NH2:18])[CH:15]=[N:14]3)[S:10][CH:11]=2)[O:6]CCO1.[CH3:19][C:20]1[O:21][C:22]([C:28]2[CH:33]=[CH:32][CH:31]=[C:30]([C:34]([F:37])([F:36])[F:35])[CH:29]=2)=[C:23]([C:25](O)=[O:26])[N:24]=1.